Dataset: Forward reaction prediction with 1.9M reactions from USPTO patents (1976-2016). Task: Predict the product of the given reaction. (1) The product is: [CH2:1]([O:8][C:9](=[O:10])[NH:11][CH:12]([C:16]1[CH:21]=[CH:20][C:19]([O:22][CH2:23][CH2:24][O:25][CH:26]2[CH2:31][CH2:30][CH2:29][CH2:28][O:27]2)=[CH:18][CH:17]=1)[C:13](=[O:14])[N:50]1[CH2:51][CH2:52][C@@H:48]([O:47][CH2:46][CH2:45][O:44][CH2:43][CH2:42][O:41][CH2:40][CH2:39][O:38][CH:33]2[CH2:34][CH2:35][CH2:36][CH2:37][O:32]2)[CH2:49]1)[C:2]1[CH:3]=[CH:4][CH:5]=[CH:6][CH:7]=1. Given the reactants [CH2:1]([O:8][C:9]([NH:11][C@@H:12]([C:16]1[CH:21]=[CH:20][C:19]([O:22][CH2:23][CH2:24][O:25][CH:26]2[CH2:31][CH2:30][CH2:29][CH2:28][O:27]2)=[CH:18][CH:17]=1)[C:13](O)=[O:14])=[O:10])[C:2]1[CH:7]=[CH:6][CH:5]=[CH:4][CH:3]=1.[O:32]1[CH2:37][CH2:36][CH2:35][CH2:34][CH:33]1[O:38][CH2:39][CH2:40][O:41][CH2:42][CH2:43][O:44][CH2:45][CH2:46][O:47][C@H:48]1[CH2:52][CH2:51][NH:50][CH2:49]1.C(N(CC)C(C)C)(C)C.F[B-](F)(F)F.N1(OC(N(C)C)=[N+](C)C)C2C=CC=CC=2N=N1, predict the reaction product. (2) Given the reactants [CH2:1]([O:8][C:9]1[CH:17]=[CH:16][C:12]([C:13](O)=[O:14])=[CH:11][C:10]=1[C:18]([F:21])([F:20])[F:19])[C:2]1[CH:7]=[CH:6][CH:5]=[CH:4][CH:3]=1.C1(C)C=CC=CC=1.S(Cl)([Cl:31])=O, predict the reaction product. The product is: [CH2:1]([O:8][C:9]1[CH:17]=[CH:16][C:12]([C:13]([Cl:31])=[O:14])=[CH:11][C:10]=1[C:18]([F:21])([F:20])[F:19])[C:2]1[CH:7]=[CH:6][CH:5]=[CH:4][CH:3]=1. (3) The product is: [Cl:1][C:2]1[C:3]([CH3:40])=[N:4][O:5][C:6]=1[N:7]([CH2:34][O:35][CH2:36][CH2:37][O:38][CH3:39])[S:8]([C:11]1[C:19]2[C:14](=[N:15][CH:16]=[CH:17][CH:18]=2)[S:13][C:12]=1[CH:20]([O:33][C:49](=[O:50])[CH3:48])[C:21]1[CH:26]=[C:25]2[O:27][CH2:28][O:29][C:24]2=[CH:23][C:22]=1[CH2:30][CH2:31][O:32][C:41](=[O:43])[CH3:42])(=[O:9])=[O:10]. Given the reactants [Cl:1][C:2]1[C:3]([CH3:40])=[N:4][O:5][C:6]=1[N:7]([CH2:34][O:35][CH2:36][CH2:37][O:38][CH3:39])[S:8]([C:11]1[C:19]2[C:14](=[N:15][CH:16]=[CH:17][CH:18]=2)[S:13][C:12]=1[CH:20]([OH:33])[C:21]1[CH:26]=[C:25]2[O:27][CH2:28][O:29][C:24]2=[CH:23][C:22]=1[CH2:30][CH2:31][OH:32])(=[O:10])=[O:9].[C:41](OC(=O)C)(=[O:43])[CH3:42].[CH3:48][CH2:49][O:50]C(C)=O, predict the reaction product. (4) Given the reactants [NH2:1][CH2:2][CH2:3][NH:4][C:5]([C@H:7]1[CH2:12][CH2:11][C@H:10]([C:13]2[N:17]=[C:16]([CH:18]([CH3:20])[CH3:19])[O:15][N:14]=2)[CH2:9][CH2:8]1)=[O:6].[C:21]1([N:27]2[CH:31]=[C:30]([C:32](O)=[O:33])[C:29]([C:35]([F:38])([F:37])[F:36])=[N:28]2)[CH:26]=[CH:25][CH:24]=[CH:23][CH:22]=1.CCN=C=NCCCN(C)C.Cl.C1C=CC2N(O)N=NC=2C=1.O.C(N(CC)CC)C, predict the reaction product. The product is: [CH:18]([C:16]1[O:15][N:14]=[C:13]([C@H:10]2[CH2:9][CH2:8][C@H:7]([C:5]([NH:4][CH2:3][CH2:2][NH:1][C:32]([C:30]3[C:29]([C:35]([F:38])([F:36])[F:37])=[N:28][N:27]([C:21]4[CH:26]=[CH:25][CH:24]=[CH:23][CH:22]=4)[CH:31]=3)=[O:33])=[O:6])[CH2:12][CH2:11]2)[N:17]=1)([CH3:20])[CH3:19].